Dataset: Full USPTO retrosynthesis dataset with 1.9M reactions from patents (1976-2016). Task: Predict the reactants needed to synthesize the given product. (1) Given the product [CH:17]1([C:14]2[N:15]=[C:16]3[C:8]([C:6]([NH:5][CH2:4][C:3]([CH3:29])([CH3:28])[CH2:2][O:1][S:40]([CH3:39])(=[O:42])=[O:41])=[O:7])=[CH:9][N:10]([CH2:20][O:21][CH2:22][CH2:23][Si:24]([CH3:26])([CH3:25])[CH3:27])[C:11]3=[N:12][CH:13]=2)[CH2:19][CH2:18]1, predict the reactants needed to synthesize it. The reactants are: [OH:1][CH2:2][C:3]([CH3:29])([CH3:28])[CH2:4][NH:5][C:6]([C:8]1[C:16]2[C:11](=[N:12][CH:13]=[C:14]([CH:17]3[CH2:19][CH2:18]3)[N:15]=2)[N:10]([CH2:20][O:21][CH2:22][CH2:23][Si:24]([CH3:27])([CH3:26])[CH3:25])[CH:9]=1)=[O:7].C(N(CC)C(C)C)(C)C.[CH3:39][S:40](Cl)(=[O:42])=[O:41].Cl. (2) Given the product [CH3:30][O:29][C:23]1[CH:24]=[CH:25][C:26]([CH3:28])=[CH:27][C:22]=1[NH:21][C:19](=[O:20])[NH:18][C:15]1[CH:14]=[CH:13][C:12]([N:9]2[CH2:10][CH2:11][CH:6]([C:4]([OH:5])=[O:3])[CH2:7][CH2:8]2)=[CH:17][CH:16]=1, predict the reactants needed to synthesize it. The reactants are: C([O:3][C:4]([CH:6]1[CH2:11][CH2:10][N:9]([C:12]2[CH:17]=[CH:16][C:15]([NH:18][C:19]([NH:21][C:22]3[CH:27]=[C:26]([CH3:28])[CH:25]=[CH:24][C:23]=3[O:29][CH3:30])=[O:20])=[CH:14][CH:13]=2)[CH2:8][CH2:7]1)=[O:5])C.[OH-].[Na+].Cl. (3) Given the product [C:3]1([S:1]([OH:11])(=[O:10])=[O:2])[CH:8]=[CH:7][CH:6]=[CH:5][CH:4]=1, predict the reactants needed to synthesize it. The reactants are: [S:1]([OH:11])(=[O:10])([C:3]1[CH:8]=[CH:7][C:6](N)=[CH:5][CH:4]=1)=[O:2].N([O-])=O.[Na+]. (4) Given the product [NH2:11][CH2:12][CH2:13][N:14]1[CH2:19][CH2:18][CH:17]([NH:20][C:21](=[O:27])[O:22][C:23]([CH3:25])([CH3:24])[CH3:26])[CH2:16][CH2:15]1, predict the reactants needed to synthesize it. The reactants are: C1(COC([NH:11][CH2:12][CH2:13][N:14]2[CH2:19][CH2:18][CH:17]([NH:20][C:21](=[O:27])[O:22][C:23]([CH3:26])([CH3:25])[CH3:24])[CH2:16][CH2:15]2)=O)C=CC=CC=1. (5) Given the product [CH3:1][O:2][C:3]([C:5]1[CH2:9][C@@H:8]([CH3:10])[CH2:7][C:6]=1[C:25]1[CH:24]=[C:23]([O:22][CH2:21][O:20][CH3:19])[CH:28]=[CH:27][C:26]=1[O:29][CH2:30][O:31][CH3:32])=[O:4], predict the reactants needed to synthesize it. The reactants are: [CH3:1][O:2][C:3]([C:5]1[CH2:9][C@@H:8]([CH3:10])[CH2:7][C:6]=1OS(C(F)(F)F)(=O)=O)=[O:4].[CH3:19][O:20][CH2:21][O:22][C:23]1[CH:28]=[CH:27][C:26]([O:29][CH2:30][O:31][CH3:32])=[CH:25][C:24]=1B(O)O.[Li+].[Cl-].C([O-])([O-])=O.[Na+].[Na+]. (6) The reactants are: [Br:1][C:2]1[C:3]([C:8](N(OC)C)=[O:9])=[N:4][CH:5]=[N:6][CH:7]=1.CC(C[AlH]CC(C)C)C. Given the product [Br:1][C:2]1[C:3]([CH:8]=[O:9])=[N:4][CH:5]=[N:6][CH:7]=1, predict the reactants needed to synthesize it. (7) Given the product [Cl:14][C:10]1[CH:9]=[C:8]([C:7]2[N:17]([C:19]3[CH:20]=[CH:21][C:22]([S:25]([NH2:28])(=[O:27])=[O:26])=[CH:23][CH:24]=3)[N:18]=[C:4]([CH3:5])[N:6]=2)[CH:13]=[CH:12][CH:11]=1, predict the reactants needed to synthesize it. The reactants are: C(O[C:4](=[N:6][C:7](=O)[C:8]1[CH:13]=[CH:12][CH:11]=[C:10]([Cl:14])[CH:9]=1)[CH3:5])C.Cl.[NH:17]([C:19]1[CH:24]=[CH:23][C:22]([S:25]([NH2:28])(=[O:27])=[O:26])=[CH:21][CH:20]=1)[NH2:18].C(N(CC)CC)C.O. (8) Given the product [CH3:14][C:13]1([CH3:15])[O:16][B:17]([OH:18])[C:7]2[CH:12]=[CH:11][CH:10]=[CH:9][C:8]1=2, predict the reactants needed to synthesize it. The reactants are: [Li]CCCC.Br[C:7]1[CH:12]=[CH:11][CH:10]=[CH:9][C:8]=1[C:13]([OH:16])([CH3:15])[CH3:14].[B:17](OC)(OC)[O:18]C.